Dataset: Forward reaction prediction with 1.9M reactions from USPTO patents (1976-2016). Task: Predict the product of the given reaction. (1) Given the reactants [NH2:1][C:2]1[CH:7]=[CH:6][C:5]([Cl:8])=[CH:4][C:3]=1[C:9]([C:11]1[CH:16]=[CH:15][CH:14]=[C:13]([O:17][CH3:18])[C:12]=1[O:19][CH3:20])=[O:10].CO[CH:23]1[CH2:27][CH2:26][CH:25](OC)O1, predict the reaction product. The product is: [Cl:8][C:5]1[CH:6]=[CH:7][C:2]([N:1]2[CH:23]=[CH:27][CH:26]=[CH:25]2)=[C:3]([C:9]([C:11]2[CH:16]=[CH:15][CH:14]=[C:13]([O:17][CH3:18])[C:12]=2[O:19][CH3:20])=[O:10])[CH:4]=1. (2) Given the reactants [F:1][C:2]1[C:3]([CH3:19])=[C:4]([C:8]2([C:15]([O:17][CH3:18])=[O:16])[CH2:13][CH2:12][CH:11]([OH:14])[CH2:10][CH2:9]2)[CH:5]=[CH:6][CH:7]=1.[C:20]1(O)[CH:25]=[CH:24][CH:23]=[CH:22][CH:21]=1.C1(P(C2C=CC=CC=2)C2C=CC=CC=2)C=CC=CC=1.CCOC(/N=N/C(OCC)=O)=O, predict the reaction product. The product is: [F:1][C:2]1[C:3]([CH3:19])=[C:4]([C:8]2([C:15]([O:17][CH3:18])=[O:16])[CH2:9][CH2:10][CH:11]([O:14][C:20]3[CH:25]=[CH:24][CH:23]=[CH:22][CH:21]=3)[CH2:12][CH2:13]2)[CH:5]=[CH:6][CH:7]=1.